Dataset: Full USPTO retrosynthesis dataset with 1.9M reactions from patents (1976-2016). Task: Predict the reactants needed to synthesize the given product. Given the product [CH3:13][O:9][C:8]([C:7]1[C:2]([Cl:1])=[N:3][C:4]([Cl:12])=[CH:5][C:6]=1[CH3:11])=[O:10], predict the reactants needed to synthesize it. The reactants are: [Cl:1][C:2]1[C:7]([C:8]([OH:10])=[O:9])=[C:6]([CH3:11])[CH:5]=[C:4]([Cl:12])[N:3]=1.[C:13]([O-])([O-])=O.[K+].[K+].IC.O.